This data is from Forward reaction prediction with 1.9M reactions from USPTO patents (1976-2016). The task is: Predict the product of the given reaction. Given the reactants [CH:1]1([CH2:7][N:8]2[C:16]3[C:11](=[CH:12][CH:13]=[CH:14][C:15]=3[O:17][CH3:18])[C:10]([C:19]([NH2:21])=[O:20])=[CH:9]2)[CH2:6][CH2:5][CH2:4][CH2:3][CH2:2]1.[Cl:22][CH2:23][C:24]([CH2:26]Cl)=O, predict the reaction product. The product is: [Cl:22][CH2:23][C:24]1[N:21]=[C:19]([C:10]2[C:11]3[C:16](=[C:15]([O:17][CH3:18])[CH:14]=[CH:13][CH:12]=3)[N:8]([CH2:7][CH:1]3[CH2:2][CH2:3][CH2:4][CH2:5][CH2:6]3)[CH:9]=2)[O:20][CH:26]=1.